This data is from Retrosynthesis with 50K atom-mapped reactions and 10 reaction types from USPTO. The task is: Predict the reactants needed to synthesize the given product. (1) Given the product COC(=O)C1CC(=O)N(c2ccc(OCCCCl)cc2)C1, predict the reactants needed to synthesize it. The reactants are: COC(=O)C1CC(=O)N(c2ccc(O)cc2)C1.ClCCCBr. (2) Given the product O=Cc1cccc(OCCN2CCCC2)c1, predict the reactants needed to synthesize it. The reactants are: ClCCN1CCCC1.O=Cc1cccc(O)c1. (3) Given the product COC(=O)c1c(Nc2cc(C)nn2-c2ccccn2)ccc(F)c1F, predict the reactants needed to synthesize it. The reactants are: COC(=O)c1c(Br)ccc(F)c1F.Cc1cc(N)n(-c2ccccn2)n1. (4) Given the product COC(OC)c1cc(Oc2cccc(NC(=O)OCc3ccccc3)c2)ccc1[N+](=O)[O-], predict the reactants needed to synthesize it. The reactants are: COC(OC)c1cc(Oc2cccc(N)c2)ccc1[N+](=O)[O-].O=C(Cl)OCc1ccccc1.